From a dataset of Full USPTO retrosynthesis dataset with 1.9M reactions from patents (1976-2016). Predict the reactants needed to synthesize the given product. Given the product [NH2:103][C:75](=[O:76])[CH2:74][NH:73][C:72]([NH:71][CH2:70][CH2:69][C:68]([CH3:82])([CH3:81])[CH2:67][CH:14]([NH:15][S:32]([C:35]1[CH:36]=[CH:37][C:38]([O:41][CH3:42])=[CH:39][CH:40]=1)(=[O:34])=[O:33])[C@H:13]([OH:43])[C@@H:12]([NH:11][C:10](=[O:51])[O:9][C@H:3]1[C@@H:4]2[C@@H:5]([O:6][CH2:7][CH2:8]2)[O:1][CH2:2]1)[CH2:44][C:45]1[CH:50]=[CH:49][CH:48]=[CH:47][CH:46]=1)=[O:80], predict the reactants needed to synthesize it. The reactants are: [O:1]1[C@H:5]2[O:6][CH2:7][CH2:8][C@H:4]2[C@@H:3]([O:9][C:10](=[O:51])[NH:11][C@@H:12]([CH2:44][C:45]2[CH:50]=[CH:49][CH:48]=[CH:47][CH:46]=2)[C@H:13]([OH:43])[CH2:14][N:15]([S:32]([C:35]2[CH:40]=[CH:39][C:38]([O:41][CH3:42])=[CH:37][CH:36]=2)(=[O:34])=[O:33])CC(C)(C)CCNC(=O)NCC(OCC)=O)[CH2:2]1.O1[C@@H]2OCC[C@@H]2[C@H](OC(=O)N[C@@H](CC2C=CC=CC=2)[C@H](O)CN(S(C2C=CC(OC)=CC=2)(=O)=O)[CH2:67][C:68]([CH3:82])([CH3:81])[CH2:69][CH2:70][NH:71][C:72](=[O:80])[NH:73][CH2:74][C:75](OCC)=[O:76])C1.[NH3:103].